This data is from Peptide-MHC class I binding affinity with 185,985 pairs from IEDB/IMGT. The task is: Regression. Given a peptide amino acid sequence and an MHC pseudo amino acid sequence, predict their binding affinity value. This is MHC class I binding data. The peptide sequence is EIPDVLNSL. The MHC is HLA-A25:01 with pseudo-sequence HLA-A25:01. The binding affinity (normalized) is 0.710.